Dataset: Full USPTO retrosynthesis dataset with 1.9M reactions from patents (1976-2016). Task: Predict the reactants needed to synthesize the given product. (1) Given the product [CH3:19][C:16]1[CH:17]=[CH:18][C:13]2[N:14]([C:10]([CH2:9][C:8]([C:28]3[CH:33]=[CH:32][CH:31]=[CH:30][CH:29]=3)=[O:27])=[C:11]([C:20]3[CH:21]=[CH:22][C:23]([CH3:26])=[CH:24][CH:25]=3)[N:12]=2)[CH:15]=1, predict the reactants needed to synthesize it. The reactants are: N1C=CC=CC=1S[C:8](=[O:27])[CH2:9][C:10]1[N:14]2[CH:15]=[C:16]([CH3:19])[CH:17]=[CH:18][C:13]2=[N:12][C:11]=1[C:20]1[CH:25]=[CH:24][C:23]([CH3:26])=[CH:22][CH:21]=1.[C:28]1([Mg]Br)[CH:33]=[CH:32][CH:31]=[CH:30][CH:29]=1. (2) Given the product [CH2:26]([N:10]1[C:9]2[N:8]=[C:7]([CH2:6][C:5]3[CH:4]=[CH:3][C:2]([NH:1][S:40]([C:35]4[CH:36]=[CH:37][C:38]([F:39])=[C:33]([Cl:32])[CH:34]=4)(=[O:42])=[O:41])=[CH:31][CH:30]=3)[NH:15][C:14]=2[C:13](=[O:16])[N:12]([CH2:17][C:18]2[CH:23]=[CH:22][CH:21]=[CH:20][C:19]=2[F:24])[C:11]1=[O:25])[CH2:27][CH2:28][CH3:29], predict the reactants needed to synthesize it. The reactants are: [NH2:1][C:2]1[CH:31]=[CH:30][C:5]([CH2:6][C:7]2[NH:15][C:14]3[C:13](=[O:16])[N:12]([CH2:17][C:18]4[CH:23]=[CH:22][CH:21]=[CH:20][C:19]=4[F:24])[C:11](=[O:25])[N:10]([CH2:26][CH2:27][CH2:28][CH3:29])[C:9]=3[N:8]=2)=[CH:4][CH:3]=1.[Cl:32][C:33]1[CH:34]=[C:35]([S:40](Cl)(=[O:42])=[O:41])[CH:36]=[CH:37][C:38]=1[F:39]. (3) Given the product [C:18]([O:21][CH2:22][CH2:23][CH2:24][N:25]1[C:26]2[C:35]3[N:34]=[CH:33][CH:32]=[CH:31][C:30]=3[N:29]=[CH:28][C:27]=2[N:36]=[CH:1]1)(=[O:20])[CH3:19], predict the reactants needed to synthesize it. The reactants are: [CH:1](OCC)(OCC)OCC.Cl.N1C=CC=CC=1.[C:18]([O:21][CH2:22][CH2:23][CH2:24][NH:25][C:26]1[C:35]2[C:30](=[CH:31][CH:32]=[CH:33][N:34]=2)[N:29]=[CH:28][C:27]=1[NH2:36])(=[O:20])[CH3:19].